Dataset: Catalyst prediction with 721,799 reactions and 888 catalyst types from USPTO. Task: Predict which catalyst facilitates the given reaction. (1) Reactant: [CH3:1][O:2][C:3]1[CH:4]=[CH:5][C:6]([CH2:12][S:13][CH2:14][C:15]([O:17][CH3:18])=[O:16])=[N:7][C:8]=1[N+:9]([O-:11])=[O:10].[OH:19]O. Product: [CH3:1][O:2][C:3]1[CH:4]=[CH:5][C:6]([CH2:12][S:13]([CH2:14][C:15]([O:17][CH3:18])=[O:16])=[O:19])=[N:7][C:8]=1[N+:9]([O-:11])=[O:10]. The catalyst class is: 15. (2) Reactant: [Cl-].[Na+].[OH-].[Na+].[O:5]1[CH2:9][CH2:8][CH:7]([CH2:10][NH2:11])[CH2:6]1.[CH3:12][NH:13][C:14](=[N:17][N+:18]([O-:20])=[O:19])OC.Cl. Product: [CH3:12][NH:13][C:14]([NH:11][CH2:10][CH:7]1[CH2:8][CH2:9][O:5][CH2:6]1)=[N:17][N+:18]([O-:20])=[O:19]. The catalyst class is: 6. (3) The catalyst class is: 4. Reactant: Cl.[C:2]1([C:8]2[CH:9]=[C:10]([CH2:17][O:18][C:19]3[CH:20]=[C:21]4[C:25](=[CH:26][CH:27]=3)[NH:24][CH2:23][CH2:22]4)[S:11][C:12]=2[C:13]([F:16])([F:15])[F:14])[CH:7]=[CH:6][CH:5]=[CH:4][CH:3]=1.[Cl:28][CH2:29][C:30](Cl)=[O:31]. Product: [Cl:28][CH2:29][C:30]([N:24]1[C:25]2[C:21](=[CH:20][C:19]([O:18][CH2:17][C:10]3[S:11][C:12]([C:13]([F:16])([F:14])[F:15])=[C:8]([C:2]4[CH:3]=[CH:4][CH:5]=[CH:6][CH:7]=4)[CH:9]=3)=[CH:27][CH:26]=2)[CH2:22][CH2:23]1)=[O:31]. (4) Reactant: [CH3:1][NH:2][CH:3]1[CH2:8][CH2:7][CH2:6][CH2:5][CH2:4]1.FC(F)(F)S(O[C:15]1[C:16]2[CH2:37][N:36]([CH3:38])[CH2:35][CH2:34][C:17]=2[N:18]=[C:19]([NH:21][C:22]2[CH:27]=[CH:26][C:25]([N:28]3[CH:32]=[CH:31][N:30]=[C:29]3[CH3:33])=[CH:24][CH:23]=2)[N:20]=1)(=O)=O. The catalyst class is: 16. Product: [CH:3]1([N:2]([CH3:1])[C:15]2[C:16]3[CH2:37][N:36]([CH3:38])[CH2:35][CH2:34][C:17]=3[N:18]=[C:19]([NH:21][C:22]3[CH:27]=[CH:26][C:25]([N:28]4[CH:32]=[CH:31][N:30]=[C:29]4[CH3:33])=[CH:24][CH:23]=3)[N:20]=2)[CH2:8][CH2:7][CH2:6][CH2:5][CH2:4]1. (5) Reactant: [NH2:1][C:2]1[CH:7]=[CH:6][C:5]([C:8]2[CH:13]=[CH:12][CH:11]=[C:10]([CH2:14][N:15]([CH3:27])[C:16](=[O:26])[CH2:17][NH:18][C:19](=[O:25])[O:20][C:21]([CH3:24])([CH3:23])[CH3:22])[CH:9]=2)=[CH:4][CH:3]=1.N1C=CC=CC=1.[CH3:34][N:35]([CH3:39])[C:36](Cl)=[O:37]. Product: [CH3:34][N:35]([CH3:39])[C:36]([NH:1][C:2]1[CH:7]=[CH:6][C:5]([C:8]2[CH:13]=[CH:12][CH:11]=[C:10]([CH2:14][N:15]([CH3:27])[C:16](=[O:26])[CH2:17][NH:18][C:19](=[O:25])[O:20][C:21]([CH3:23])([CH3:24])[CH3:22])[CH:9]=2)=[CH:4][CH:3]=1)=[O:37]. The catalyst class is: 2. (6) Reactant: [Cl:1][C:2]1[CH:3]=[C:4]([S:15]([NH2:18])(=[O:17])=[O:16])[CH:5]=[N:6][C:7]=1[O:8][CH2:9][C@@H:10]1[CH2:14][CH2:13][NH:12][CH2:11]1.[F:19][CH:20]([F:23])[CH2:21]I.C([O-])([O-])=O.[Na+].[Na+]. Product: [Cl:1][C:2]1[CH:3]=[C:4]([S:15]([NH2:18])(=[O:16])=[O:17])[CH:5]=[N:6][C:7]=1[O:8][CH2:9][C@@H:10]1[CH2:14][CH2:13][N:12]([CH2:21][CH:20]([F:23])[F:19])[CH2:11]1. The catalyst class is: 42. (7) Reactant: [CH3:1][C:2]([C:4]1[CH:5]=[CH:6][C:7]([OH:10])=[CH:8][CH:9]=1)=[O:3].[CH2:11](Cl)[CH2:12][OH:13].C([O-])([O-])=O.[K+].[K+].O. Product: [OH:13][CH2:12][CH2:11][O:10][C:7]1[CH:8]=[CH:9][C:4]([C:2](=[O:3])[CH3:1])=[CH:5][CH:6]=1. The catalyst class is: 3.